This data is from Peptide-MHC class II binding affinity with 134,281 pairs from IEDB. The task is: Regression. Given a peptide amino acid sequence and an MHC pseudo amino acid sequence, predict their binding affinity value. This is MHC class II binding data. (1) The peptide sequence is CDDALIEGITLLNAK. The MHC is HLA-DQA10102-DQB10502 with pseudo-sequence HLA-DQA10102-DQB10502. The binding affinity (normalized) is 0.189. (2) The peptide sequence is QKSKRVMQALDIVIL. The MHC is H-2-IAd with pseudo-sequence H-2-IAd. The binding affinity (normalized) is 0.444.